Predict the reaction yield, written as a fraction of the theoretical maximum amount of product (1.0 means a 100% yield; for example, 0.34 means a 34% yield). From a dataset of Reaction yield outcomes from USPTO patents with 853,638 reactions. (1) The reactants are [H-].[Na+].[Si:3]([O:10][C@@H:11]1[C@H:15]([CH2:16][O:17][Si:18]([C:21]([CH3:24])([CH3:23])[CH3:22])([CH3:20])[CH3:19])[CH2:14][C@@H:13]([OH:25])[CH2:12]1)([C:6]([CH3:9])([CH3:8])[CH3:7])([CH3:5])[CH3:4].[Cl:26][C:27]1[CH:32]=[C:31](Cl)[N:30]=[CH:29][N:28]=1. The catalyst is C1COCC1. The product is [Si:3]([O:10][C@@H:11]1[C@H:15]([CH2:16][O:17][Si:18]([C:21]([CH3:24])([CH3:23])[CH3:22])([CH3:19])[CH3:20])[CH2:14][C@@H:13]([O:25][C:31]2[CH:32]=[C:27]([Cl:26])[N:28]=[CH:29][N:30]=2)[CH2:12]1)([C:6]([CH3:9])([CH3:8])[CH3:7])([CH3:5])[CH3:4]. The yield is 0.920. (2) The reactants are [CH3:1][O:2][C:3]1[CH:4]=[C:5]2[C:10](=[CH:11][C:12]=1[O:13][CH2:14][CH2:15][CH2:16][N:17]1[CH2:22][CH2:21][O:20][CH2:19][CH2:18]1)[N:9]=[CH:8][N:7]=[C:6]2[O:23]C1C=CC=CC=1. The catalyst is Cl. The product is [CH3:1][O:2][C:3]1[CH:4]=[C:5]2[C:10](=[CH:11][C:12]=1[O:13][CH2:14][CH2:15][CH2:16][N:17]1[CH2:22][CH2:21][O:20][CH2:19][CH2:18]1)[N:9]=[CH:8][NH:7][C:6]2=[O:23]. The yield is 0.890. (3) The reactants are [CH2:1]([C:3]1[N:11]=[C:10]([O:12][CH3:13])[C:9]([NH:14][C:15]([N:17]2[CH2:22][CH2:21][N:20]([C:23]3[CH:28]=[CH:27][CH:26]=[CH:25][CH:24]=3)[CH2:19][CH2:18]2)=[O:16])=[CH:8][C:4]=1[C:5](O)=[O:6])C.C1CCC(N=C=NC2CCCCC2)CC1.[CH:44]1[C:57]2[C:48](=[N:49][C:50]3[C:55]([C:56]=2[NH:58][C:59]2[CH:60]=[C:61]([NH:67][C:68](=[O:72])[CH:69]([NH2:71])[CH3:70])[CH:62]=[C:63]([CH2:65][OH:66])[CH:64]=2)=[CH:54][CH:53]=[CH:52][CH:51]=3)[CH:47]=[CH:46][CH:45]=1. The catalyst is N1C=CC=CC=1.CN(C1C=CN=CC=1)C. The product is [CH:54]1[C:55]2[C:50](=[N:49][C:48]3[C:57]([C:56]=2[NH:58][C:59]2[CH:60]=[C:61]([NH:67][C:68]([CH:69]([NH:71][C:5]([C:4]4[CH:8]=[C:9]([NH:14][C:15]([N:17]5[CH2:22][CH2:21][N:20]([C:23]6[CH:28]=[CH:27][CH:26]=[CH:25][CH:24]=6)[CH2:19][CH2:18]5)=[O:16])[C:10]([O:12][CH3:13])=[N:11][C:3]=4[CH3:1])=[O:6])[CH3:70])=[O:72])[CH:62]=[C:63]([CH2:65][OH:66])[CH:64]=2)=[CH:44][CH:45]=[CH:46][CH:47]=3)[CH:51]=[CH:52][CH:53]=1. The yield is 0.682. (4) The reactants are [OH-].[Na+].[Br:3][C:4]1[CH:5]=[CH:6][C:7]2[N:8]([CH2:18][CH:19]([OH:24])[C:20]([O:22]C)=[O:21])[C:9]3[C:14]([C:15]=2[CH:16]=1)=[CH:13][C:12]([Br:17])=[CH:11][CH:10]=3. The catalyst is CCO. The product is [Br:17][C:12]1[CH:11]=[CH:10][C:9]2[N:8]([CH2:18][CH:19]([OH:24])[C:20]([OH:22])=[O:21])[C:7]3[C:15]([C:14]=2[CH:13]=1)=[CH:16][C:4]([Br:3])=[CH:5][CH:6]=3. The yield is 0.990.